Predict the reactants needed to synthesize the given product. From a dataset of Full USPTO retrosynthesis dataset with 1.9M reactions from patents (1976-2016). (1) Given the product [S:1]1[CH:5]=[CH:4][N:3]=[C:2]1[CH:6]([CH3:12])[C:7]([OH:9])=[O:8], predict the reactants needed to synthesize it. The reactants are: [S:1]1[CH:5]=[CH:4][N:3]=[C:2]1[CH:6]([CH3:12])[C:7]([O:9]CC)=[O:8].[OH-].[Na+]. (2) Given the product [C:4]([O:6][CH2:20][CH2:19][O:18][C:10](=[O:17])/[CH:11]=[CH:12]/[C:13]([O:15][CH3:16])=[O:14])(=[O:5])/[CH:3]=[CH:2]/[C:1]([O:8][CH3:9])=[O:7], predict the reactants needed to synthesize it. The reactants are: [C:1]([O:8][CH3:9])(=[O:7])/[CH:2]=[CH:3]/[C:4]([OH:6])=[O:5].[C:10]([O:18][CH2:19][CH2:20]Cl)(=[O:17])/[CH:11]=[CH:12]/[C:13]([O:15][CH3:16])=[O:14].